Predict the product of the given reaction. From a dataset of Forward reaction prediction with 1.9M reactions from USPTO patents (1976-2016). (1) Given the reactants [OH:1][CH2:2][C@@H:3]1[C@@H:7]([C:8]2[CH:12]=[CH:11][S:10][CH:9]=2)[CH2:6][NH:5][CH2:4]1.C(N(C(C)C)CC)(C)C.[Cl:22][C:23]1[CH:30]=[C:29]([Cl:31])[CH:28]=[CH:27][C:24]=1[CH:25]=O.C(O[BH-](OC(=O)C)OC(=O)C)(=O)C.[Na+].C([O-])(O)=O.[Na+], predict the reaction product. The product is: [Cl:22][C:23]1[CH:30]=[C:29]([Cl:31])[CH:28]=[CH:27][C:24]=1[CH2:25][N:5]1[CH2:6][C@H:7]([C:8]2[CH:12]=[CH:11][S:10][CH:9]=2)[C@@H:3]([CH:2]=[O:1])[CH2:4]1. (2) Given the reactants [Si]([O:8][CH2:9][CH2:10][O:11][CH2:12][CH2:13][O:14][C:15]1[CH:38]=[CH:37][C:18]([CH2:19][CH2:20][C:21]2[CH:22]=[N:23][C:24]3[C:29]([CH:30]=2)=[C:28]2[CH:31]=[CH:32][C:33]([CH3:35])=[CH:34][C:27]2=[N:26][C:25]=3[NH2:36])=[C:17]([CH3:39])[CH:16]=1)(C(C)(C)C)(C)C.BrCCOCCO[CH2:47][CH2:48][CH2:49][P:50](=[O:57])([O:54][CH2:55][CH3:56])[O:51][CH2:52][CH3:53], predict the reaction product. The product is: [NH2:36][C:25]1[C:24]2[N:23]=[CH:22][C:21]([CH2:20][CH2:19][C:18]3[CH:37]=[CH:38][C:15]([O:14][CH2:13][CH2:12][O:11][CH2:10][CH2:9][O:8][CH2:47][CH2:48][CH2:49][P:50](=[O:57])([O:54][CH2:55][CH3:56])[O:51][CH2:52][CH3:53])=[CH:16][C:17]=3[CH3:39])=[CH:30][C:29]=2[C:28]2[CH:31]=[CH:32][C:33]([CH3:35])=[CH:34][C:27]=2[N:26]=1.